This data is from Peptide-MHC class I binding affinity with 185,985 pairs from IEDB/IMGT. The task is: Regression. Given a peptide amino acid sequence and an MHC pseudo amino acid sequence, predict their binding affinity value. This is MHC class I binding data. The peptide sequence is SNFTSTTVK. The MHC is HLA-B40:02 with pseudo-sequence HLA-B40:02. The binding affinity (normalized) is 0.